From a dataset of Peptide-MHC class II binding affinity with 134,281 pairs from IEDB. Regression. Given a peptide amino acid sequence and an MHC pseudo amino acid sequence, predict their binding affinity value. This is MHC class II binding data. (1) The MHC is HLA-DQA10401-DQB10402 with pseudo-sequence HLA-DQA10401-DQB10402. The binding affinity (normalized) is 0.282. The peptide sequence is ALRVIAGALEVHAVK. (2) The peptide sequence is IIELFTAKGFTVQEM. The MHC is DRB1_0404 with pseudo-sequence DRB1_0404. The binding affinity (normalized) is 0.808.